Predict the reaction yield, written as a fraction of the theoretical maximum amount of product (1.0 means a 100% yield; for example, 0.34 means a 34% yield). From a dataset of Reaction yield outcomes from USPTO patents with 853,638 reactions. The reactants are [O:1]1[C:5]2[CH:6]=[CH:7][C:8]([C:10]3([C:13]([NH:15][C:16]4[CH:17]=[C:18]5[C:22](=[CH:23][CH:24]=4)[NH:21][C:20]([C:25]([CH3:28])([CH3:27])[CH3:26])=[C:19]5[CH:29]=O)=[O:14])[CH2:12][CH2:11]3)=[CH:9][C:4]=2[O:3][CH2:2]1.Cl.[NH2:32][OH:33]. The catalyst is ClCCl. The product is [O:1]1[C:5]2[CH:6]=[CH:7][C:8]([C:10]3([C:13]([NH:15][C:16]4[CH:17]=[C:18]5[C:22](=[CH:23][CH:24]=4)[NH:21][C:20]([C:25]([CH3:28])([CH3:26])[CH3:27])=[C:19]5/[CH:29]=[N:32]\[OH:33])=[O:14])[CH2:12][CH2:11]3)=[CH:9][C:4]=2[O:3][CH2:2]1. The yield is 0.770.